Dataset: Reaction yield outcomes from USPTO patents with 853,638 reactions. Task: Predict the reaction yield, written as a fraction of the theoretical maximum amount of product (1.0 means a 100% yield; for example, 0.34 means a 34% yield). (1) The product is [F:16][C:17]1[CH:18]=[C:19]([CH2:24][C:25]([O:27][CH3:28])=[O:26])[CH:20]=[CH:21][C:22]=1[O:6][S:7]([C:10]([F:11])([F:12])[F:13])(=[O:8])=[O:9]. The catalyst is C(Cl)Cl. The yield is 0.655. The reactants are FC(F)(F)S([O:6][S:7]([C:10]([F:13])([F:12])[F:11])(=[O:9])=[O:8])(=O)=O.[F:16][C:17]1[CH:18]=[C:19]([CH2:24][C:25]([O:27][CH3:28])=[O:26])[CH:20]=[CH:21][C:22]=1O.C(N(CC)CC)C. (2) The reactants are [Br:1][CH2:2][C@@H:3]([C:5]1[CH:10]=[CH:9][C:8]([O:11][CH2:12][C:13]2[CH:18]=[CH:17][CH:16]=[CH:15][CH:14]=2)=[C:7]([NH:19][CH:20]=[O:21])[CH:6]=1)[OH:4].N1C=CN=C1.[Si:27](Cl)([C:30]([CH3:33])([CH3:32])[CH3:31])([CH3:29])[CH3:28]. The catalyst is CN(C)C=O.C(OC(C)C)(=O)C. The product is [CH2:12]([O:11][C:8]1[CH:9]=[CH:10][C:5]([C@@H:3]([O:4][Si:27]([C:30]([CH3:33])([CH3:32])[CH3:31])([CH3:29])[CH3:28])[CH2:2][Br:1])=[CH:6][C:7]=1[NH:19][CH:20]=[O:21])[C:13]1[CH:14]=[CH:15][CH:16]=[CH:17][CH:18]=1. The yield is 0.680. (3) No catalyst specified. The reactants are [CH:1]1[C:13]2[CH2:12][C:11]3[C:6](=[CH:7][CH:8]=[CH:9][CH:10]=3)[C:5]=2[CH:4]=[CH:3][C:2]=1[C:14](O)=[O:15].[CH3:17][O:18][C:19]1[CH:24]=[CH:23][CH:22]=[CH:21][C:20]=1[N:25]1[CH2:30][CH2:29][N:28]([CH2:31]/[CH:32]=[CH:33]/[CH2:34][NH2:35])[CH2:27][CH2:26]1.Cl. The yield is 0.610. The product is [CH3:17][O:18][C:19]1[CH:24]=[CH:23][CH:22]=[CH:21][C:20]=1[N:25]1[CH2:26][CH2:27][N:28]([CH2:31]/[CH:32]=[CH:33]/[CH2:34][NH:35][C:14]([C:2]2[CH:1]=[CH:13][C:12]3[C:11]4[C:6](=[CH:7][CH:8]=[CH:9][CH:10]=4)[CH2:5][C:4]=3[CH:3]=2)=[O:15])[CH2:29][CH2:30]1.